This data is from Full USPTO retrosynthesis dataset with 1.9M reactions from patents (1976-2016). The task is: Predict the reactants needed to synthesize the given product. (1) Given the product [F:1][C:2]1[CH:9]=[CH:8][CH:7]=[CH:6][C:3]=1[CH:4]1[CH2:5][O:12]1, predict the reactants needed to synthesize it. The reactants are: [F:1][C:2]1[CH:9]=[CH:8][CH:7]=[CH:6][C:3]=1[CH:4]=[CH2:5].C(O)(=[O:12])C.BrN1C(=O)CCC1=O.C(=O)([O-])[O-].[Na+].[Na+].[OH-].[Na+]. (2) Given the product [Cl:13][C:14]1[CH:15]=[C:16]([CH2:21][CH2:22][CH2:23][N:24]([O:25][CH3:26])[C:8](=[O:9])[CH:7]=[C:5]2[C:4](=[O:11])[O:3][C:2]([CH3:12])([CH3:1])[O:6]2)[CH:17]=[CH:18][C:19]=1[Cl:20], predict the reactants needed to synthesize it. The reactants are: [CH3:1][C:2]1([CH3:12])[O:6][C:5](=[CH:7][C:8](Cl)=[O:9])[C:4](=[O:11])[O:3]1.[Cl:13][C:14]1[CH:15]=[C:16]([CH2:21][CH2:22][CH2:23][NH:24][O:25][CH3:26])[CH:17]=[CH:18][C:19]=1[Cl:20]. (3) Given the product [N:21]1[CH:22]=[CH:23][CH:24]=[CH:25][C:20]=1[CH2:19][N:16]1[CH2:15][CH2:14][N:13]([C:11]2[CH:10]=[CH:9][N:8]=[C:7]([C@H:5]([OH:4])[CH3:6])[N:12]=2)[CH2:18][CH2:17]1, predict the reactants needed to synthesize it. The reactants are: C([O:4][C@@H:5]([C:7]1[N:12]=[C:11]([N:13]2[CH2:18][CH2:17][N:16]([CH2:19][C:20]3[CH:25]=[CH:24][CH:23]=[CH:22][N:21]=3)[CH2:15][CH2:14]2)[CH:10]=[CH:9][N:8]=1)[CH3:6])(=O)C.[OH-].[K+]. (4) Given the product [Br:31][C:28]1[CH:29]=[CH:30][C:25]([NH:24][C:2]2[S:1][CH:5]=[C:4]([CH2:35][CH3:36])[N:3]=2)=[CH:26][CH:27]=1.[Br:34][C:22]1[S:23][CH:30]=[CH:25][N:24]=1, predict the reactants needed to synthesize it. The reactants are: [S:1]1[CH:5]=[CH:4][N:3]=[CH:2]1.C1C2C(OC(=O)N(C)[C:22]([NH:24][C:25]3[CH:30]=[CH:29][C:28]([Br:31])=[CH:27][CH:26]=3)=[S:23])C3C(=CC=CC=3)C=2C=CC=1.[Br:34][CH2:35][C:36](=O)CC. (5) Given the product [CH3:14][N:11]1[CH2:12][CH2:13][NH:8][CH:9]([C:15]([O:17][CH2:18][CH3:19])=[O:16])[CH2:10]1, predict the reactants needed to synthesize it. The reactants are: C([N:8]1[CH2:13][CH2:12][N:11]([CH3:14])[CH2:10][CH:9]1[C:15]([O:17][CH2:18][CH3:19])=[O:16])C1C=CC=CC=1. (6) Given the product [O:1]([CH2:2][C:3]1([CH2:6][O:7][C:8]2[CH:9]=[CH:10][C:11]([CH:14]([C:20]#[C:21][CH3:22])[CH2:15][C:16]([O:18][CH3:19])=[O:17])=[CH:12][CH:13]=2)[CH2:5][CH2:4]1)[C:23]1[CH:28]=[CH:27][CH:26]=[CH:25][CH:24]=1, predict the reactants needed to synthesize it. The reactants are: [OH:1][CH2:2][C:3]1([CH2:6][O:7][C:8]2[CH:13]=[CH:12][C:11]([CH:14]([C:20]#[C:21][CH3:22])[CH2:15][C:16]([O:18][CH3:19])=[O:17])=[CH:10][CH:9]=2)[CH2:5][CH2:4]1.[C:23]1(O)[CH:28]=[CH:27][CH:26]=[CH:25][CH:24]=1.C1(P(C2C=CC=CC=2)C2C=CC=CC=2)C=CC=CC=1.N(C(OC(C)C)=O)=NC(OC(C)C)=O. (7) Given the product [CH2:9]([CH:8]1[O:16][C:29](=[O:31])[N:6]([C:5]2[CH:4]=[CH:3][C:2]([Br:1])=[CH:18][CH:17]=2)[CH2:7]1)[C:10]1[CH:15]=[CH:14][CH:13]=[CH:12][CH:11]=1, predict the reactants needed to synthesize it. The reactants are: [Br:1][C:2]1[CH:18]=[CH:17][C:5]([NH:6][CH2:7][CH:8]([OH:16])[CH2:9][C:10]2[CH:15]=[CH:14][CH:13]=[CH:12][CH:11]=2)=[CH:4][CH:3]=1.C(N(CC)C(C)C)(C)C.Cl[C:29](Cl)([O:31]C(=O)OC(Cl)(Cl)Cl)Cl. (8) Given the product [CH3:30][N:31]([CH2:32][C:33]1[CH:38]=[CH:37][C:36]([C:2]2[CH:3]=[C:4]([C:15]([NH:17][CH2:18][C:19]3[C:20](=[O:29])[NH:21][C:22]([CH3:28])=[CH:23][C:24]=3[CH2:25][CH2:26][CH3:27])=[O:16])[C:5]3[C:6]([CH3:14])=[N:7][N:8]([CH:11]([CH3:13])[CH3:12])[C:9]=3[CH:10]=2)=[CH:35][CH:34]=1)[CH3:48], predict the reactants needed to synthesize it. The reactants are: Br[C:2]1[CH:3]=[C:4]([C:15]([NH:17][CH2:18][C:19]2[C:20](=[O:29])[NH:21][C:22]([CH3:28])=[CH:23][C:24]=2[CH2:25][CH2:26][CH3:27])=[O:16])[C:5]2[C:6]([CH3:14])=[N:7][N:8]([CH:11]([CH3:13])[CH3:12])[C:9]=2[CH:10]=1.[CH3:30][N:31]([CH3:48])[CH2:32][C:33]1[CH:38]=[CH:37][C:36](B2OC(C)(C)C(C)(C)O2)=[CH:35][CH:34]=1.